From a dataset of Full USPTO retrosynthesis dataset with 1.9M reactions from patents (1976-2016). Predict the reactants needed to synthesize the given product. (1) Given the product [CH3:1][NH:2][C@H:3]([C:14]([NH:16][C@H:17]([C:22]([N:24]([C@@H:26]([CH:35]([CH3:37])[CH3:36])/[CH:27]=[C:28](/[C:29]([OH:31])=[O:30])\[CH3:34])[CH3:25])=[O:23])[C:18]([CH3:21])([CH3:20])[CH3:19])=[O:15])[C:4]([CH3:13])([CH3:12])[C:5]1[CH:10]=[CH:9][CH:8]=[CH:7][C:6]=1[CH3:11], predict the reactants needed to synthesize it. The reactants are: [CH3:1][NH:2][C@H:3]([C:14]([NH:16][C@H:17]([C:22]([N:24]([C@@H:26]([CH:35]([CH3:37])[CH3:36])/[CH:27]=[C:28](\[CH3:34])/[C:29]([O:31]CC)=[O:30])[CH3:25])=[O:23])[C:18]([CH3:21])([CH3:20])[CH3:19])=[O:15])[C:4]([CH3:13])([CH3:12])[C:5]1[CH:10]=[CH:9][CH:8]=[CH:7][C:6]=1[CH3:11].[OH-].[Li+]. (2) Given the product [CH:1]1[C:6]([CH:7]2[O:16][C:15]3[CH:14]=[C:13]([OH:38])[CH:12]=[C:11]([OH:39])[C:10]=3[CH2:9][CH:8]2[OH:40])=[CH:5][C:4]([OH:41])=[C:3]([OH:42])[CH:2]=1, predict the reactants needed to synthesize it. The reactants are: [CH:1]1[C:6]([C@H:7]2[O:16][C:15]3[C:14]([C@@H:9]4[C@@H:8]([OH:40])[C@@H:7]([C:6]5[CH:1]=[CH:2][C:3]([OH:42])=[C:4]([OH:41])[CH:5]=5)[O:16][C:15]5[CH:14]=[C:13]([OH:38])[CH:12]=[C:11]([OH:39])[C:10]4=5)=[C:13]([OH:38])[CH:12]=[C:11]([OH:39])[C:10]=3[CH2:9][C@H:8]2[OH:40])=[CH:5][C:4]([OH:41])=[C:3]([OH:42])[CH:2]=1.C1C([C@@H]2OC3C=C(O)C=C(O)C=3C[C@@H]2O)=CC(O)=C(O)C=1. (3) Given the product [CH3:1][N:2]1[C:11]2[C:10]3[CH:12]=[C:13]([O:16][CH:17]4[CH2:18][CH2:19][NH:20][CH2:21][CH2:22]4)[CH:14]=[CH:15][C:9]=3[NH:8][C:7](=[O:30])[C:6]=2[CH2:5][CH2:4][CH2:3]1, predict the reactants needed to synthesize it. The reactants are: [CH3:1][N:2]1[C:11]2[C:10]3[CH:12]=[C:13]([O:16][CH:17]4[CH2:22][CH2:21][N:20](C(OC(C)(C)C)=O)[CH2:19][CH2:18]4)[CH:14]=[CH:15][C:9]=3[NH:8][C:7](=[O:30])[C:6]=2[CH2:5][CH2:4][CH2:3]1.O1CCOCC1.Cl. (4) Given the product [F:1][C:2]1[CH:7]=[CH:6][C:5]([N:8]2[CH:12]=[C:11]([C:13]([OH:15])=[O:14])[C:10]([C:18]([F:20])([F:19])[F:21])=[N:9]2)=[CH:4][CH:3]=1, predict the reactants needed to synthesize it. The reactants are: [F:1][C:2]1[CH:7]=[CH:6][C:5]([N:8]2[CH:12]=[C:11]([C:13]([O:15]CC)=[O:14])[C:10]([C:18]([F:21])([F:20])[F:19])=[N:9]2)=[CH:4][CH:3]=1.[OH-].[Na+]. (5) Given the product [OH:8][C:3]1[CH:4]=[CH:5][C:6]([C:13](=[O:15])[CH3:14])=[CH:7][C:2]=1[Cl:1], predict the reactants needed to synthesize it. The reactants are: [Cl:1][C:2]1[CH:7]=[CH:6][CH:5]=[CH:4][C:3]=1[OH:8].[Cl-].[Al+3].[Cl-].[Cl-].[C:13](Cl)(=[O:15])[CH3:14]. (6) Given the product [CH:1]([N:14]1[CH2:15][CH:16]([O:18][C:19]2[C:31]([CH:32]3[CH2:33][CH2:34]3)=[CH:30][C:22]([C:23]([OH:25])=[O:24])=[C:21]([F:35])[CH:20]=2)[CH2:17]1)([C:8]1[CH:13]=[CH:12][CH:11]=[CH:10][CH:9]=1)[C:2]1[CH:3]=[CH:4][CH:5]=[CH:6][CH:7]=1, predict the reactants needed to synthesize it. The reactants are: [CH:1]([N:14]1[CH2:17][CH:16]([O:18][C:19]2[C:31]([CH:32]3[CH2:34][CH2:33]3)=[CH:30][C:22]([C:23]([O:25]C(C)(C)C)=[O:24])=[C:21]([F:35])[CH:20]=2)[CH2:15]1)([C:8]1[CH:13]=[CH:12][CH:11]=[CH:10][CH:9]=1)[C:2]1[CH:7]=[CH:6][CH:5]=[CH:4][CH:3]=1.